Task: Predict which catalyst facilitates the given reaction.. Dataset: Catalyst prediction with 721,799 reactions and 888 catalyst types from USPTO (1) Reactant: Cl.Cl[C:3]1[C:12]2[C:7](=[CH:8][C:9]([CH2:13][N:14]3[CH2:19][CH2:18][NH:17][C@@H:16](C)[C:15]3=[O:21])=[CH:10][CH:11]=2)[N:6]=[CH:5][CH:4]=1.C([N:24](CC)CC)C.[Cl:29][C:30]1[CH:31]=[CH:32][C:33]2[CH:37]=[C:36]([S:38](Cl)(=[O:40])=[O:39])[S:35][C:34]=2[CH:42]=1.O. Product: [NH2:24][C:3]1[C:12]2[C:7](=[CH:8][C:9]([CH2:13][N:14]3[CH2:19][CH2:18][N:17]([S:38]([C:36]4[S:35][C:34]5[CH:42]=[C:30]([Cl:29])[CH:31]=[CH:32][C:33]=5[CH:37]=4)(=[O:40])=[O:39])[CH2:16][C:15]3=[O:21])=[CH:10][CH:11]=2)[N:6]=[CH:5][CH:4]=1. The catalyst class is: 10. (2) Reactant: [C:1]1([C:7]2[CH:11]=[C:10]([C:12]([O:14][CH2:15][CH3:16])=[O:13])[NH:9][N:8]=2)[CH:6]=[CH:5][CH:4]=[CH:3][CH:2]=1.[Cl:17][C:18]1[CH:25]=[C:24]([Cl:26])[CH:23]=[CH:22][C:19]=1[CH2:20]Cl.C(=O)([O-])[O-].[K+].[K+]. Product: [Cl:17][C:18]1[CH:25]=[C:24]([Cl:26])[CH:23]=[CH:22][C:19]=1[CH2:20][N:9]1[C:10]([C:12]([O:14][CH2:15][CH3:16])=[O:13])=[CH:11][C:7]([C:1]2[CH:2]=[CH:3][CH:4]=[CH:5][CH:6]=2)=[N:8]1. The catalyst class is: 9. (3) Reactant: [CH2:1]([NH:5][C:6]1[S:7][CH:8]=[CH:9][N:10]=1)[CH2:2][CH2:3][CH3:4].O.O.O.[F:14][C:15]([F:23])([F:22])[C:16]([C:18]([F:21])([F:20])[F:19])=[O:17]. Product: [CH2:1]([NH:5][C:6]1[S:7][C:8]([C:16]([OH:17])([C:18]([F:21])([F:20])[F:19])[C:15]([F:23])([F:22])[F:14])=[CH:9][N:10]=1)[CH2:2][CH2:3][CH3:4]. The catalyst class is: 25. (4) Reactant: C[O:2][C:3]([C:5]1[S:9][C:8]([C:10]2[CH:15]=[CH:14][C:13]([O:16][CH2:17][C:18]3[C:19]([C:26]4[C:31]([C:32]([F:35])([F:34])[F:33])=[CH:30][CH:29]=[CH:28][C:27]=4[F:36])=[N:20][O:21][C:22]=3[CH:23]3[CH2:25][CH2:24]3)=[CH:12][C:11]=2[CH3:37])=[N:7][C:6]=1[CH3:38])=[O:4].[Li+].[OH-].Cl. Product: [CH:23]1([C:22]2[O:21][N:20]=[C:19]([C:26]3[C:31]([C:32]([F:33])([F:34])[F:35])=[CH:30][CH:29]=[CH:28][C:27]=3[F:36])[C:18]=2[CH2:17][O:16][C:13]2[CH:14]=[CH:15][C:10]([C:8]3[S:9][C:5]([C:3]([OH:4])=[O:2])=[C:6]([CH3:38])[N:7]=3)=[C:11]([CH3:37])[CH:12]=2)[CH2:25][CH2:24]1. The catalyst class is: 200.